Predict the reaction yield, written as a fraction of the theoretical maximum amount of product (1.0 means a 100% yield; for example, 0.34 means a 34% yield). From a dataset of Reaction yield outcomes from USPTO patents with 853,638 reactions. (1) The reactants are [C@@H]1(N2C3N=C(N)NC(=O)C=3N=C2)O[C@H](CO)C[C@H]1O.[C@@H:20]1(N2C3N=C(N)NC(=O)C=3N=C2)[O:27][C@H:24]([CH2:25][OH:26])[C@@H:22]([OH:23])[CH2:21]1.[Cl:39][C:40]1[N:48]=[C:47]2[C:43]([NH:44][CH:45]=[N:46]2)=[C:42]([NH2:49])[N:41]=1. No catalyst specified. The product is [CH2:21]1[C@H:20]([N:46]2[C:47]3[N:48]=[C:40]([Cl:39])[N:41]=[C:42]([NH2:49])[C:43]=3[N:44]=[CH:45]2)[O:27][C@H:24]([CH2:25][OH:26])[C@H:22]1[OH:23]. The yield is 0.810. (2) The reactants are [Br:1][C:2]1[CH:3]=[CH:4][C:5]([NH:11][C:12](=[O:31])[C:13]2[CH:18]=[CH:17][C:16]([S:19]([N:22](CC)[C:23]3[CH:28]=[CH:27][CH:26]=[CH:25][CH:24]=3)(=[O:21])=[O:20])=[CH:15][CH:14]=2)=[C:6]([CH:10]=1)[C:7]([OH:9])=[O:8].Cl[C:33](Cl)([O:35]C(=O)OC(Cl)(Cl)Cl)Cl.[O:44]1CCOC[CH2:45]1. No catalyst specified. The product is [Br:1][C:2]1[CH:3]=[CH:4][C:5]([NH:11][C:12](=[O:31])[C:13]2[CH:18]=[CH:17][C:16]([S:19]([NH:22][C:23]3[CH:24]=[C:25]([O:35][CH3:33])[CH:26]=[C:27]([O:44][CH3:45])[CH:28]=3)(=[O:21])=[O:20])=[CH:15][CH:14]=2)=[C:6]([CH:10]=1)[C:7]([OH:9])=[O:8]. The yield is 0.720. (3) The reactants are [C:1]([C:5]1[CH:10]=[CH:9][C:8]([C:11]2[S:12](=C=O)[CH:13]=[C:14]([CH3:17])[C:15]=2[OH:16])=[CH:7][CH:6]=1)([CH3:4])([CH3:3])[CH3:2].[Si]([O:27][CH2:28][C:29]1[CH:38]=[CH:37][C:32]([C:33]([NH:35][NH2:36])=[O:34])=[CH:31][C:30]=1[N+:39]([O-:41])=[O:40])(C(C)(C)C)(C)C.O.[C:43]1(C)C=CC(S(O)(=O)=O)=CC=1. The catalyst is C(O)(C)C. The product is [C:1]([C:5]1[CH:6]=[CH:7][C:8]([C:11]2[S:12][CH:13]=[C:14]([C:17](=[N:36][NH:35][C:33](=[O:34])[C:32]3[CH:37]=[CH:38][C:29]([CH2:28][OH:27])=[C:30]([N+:39]([O-:41])=[O:40])[CH:31]=3)[CH3:43])[C:15]=2[OH:16])=[CH:9][CH:10]=1)([CH3:2])([CH3:3])[CH3:4]. The yield is 0.730. (4) The reactants are N(CCCCCCCCCC(O)=[O:14])=[N+]=[N-].[N:16]([CH2:19][CH2:20][CH2:21][CH2:22][CH2:23][CH2:24][CH2:25][CH2:26][CH2:27][CH2:28][CH2:29][CH2:30][OH:31])=[N+:17]=[N-:18].C[N+]1([O-])CCOCC1. The catalyst is CC#N.CCC[N+](CCC)(CCC)CCC.[O-][Ru](=O)(=O)=O. The product is [N:16]([CH2:19][CH2:20][CH2:21][CH2:22][CH2:23][CH2:24][CH2:25][CH2:26][CH2:27][CH2:28][CH2:29][C:30]([OH:14])=[O:31])=[N+:17]=[N-:18]. The yield is 0.820. (5) The reactants are [CH:1]1([N:4]2[C:8]([N:9]3[CH2:15][CH2:14][CH2:13][C@@H:12]([NH:16][C:17](=[O:22])[C:18]([F:21])([F:20])[F:19])[CH2:11][CH2:10]3)=[C:7]([N+:23]([O-])=O)[CH:6]=[N:5]2)[CH2:3][CH2:2]1.[C:26]([O:30][C:31]([NH:33][C:34]1[S:38][C:37]([C:39]2[C:44]([F:45])=[CH:43][CH:42]=[CH:41][C:40]=2[F:46])=[N:36][C:35]=1[C:47](O)=[O:48])=[O:32])([CH3:29])([CH3:28])[CH3:27]. No catalyst specified. The product is [F:46][C:40]1[CH:41]=[CH:42][CH:43]=[C:44]([F:45])[C:39]=1[C:37]1[S:38][C:34]([NH:33][C:31](=[O:32])[O:30][C:26]([CH3:28])([CH3:27])[CH3:29])=[C:35]([C:47](=[O:48])[NH:23][C:7]2[CH:6]=[N:5][N:4]([CH:1]3[CH2:3][CH2:2]3)[C:8]=2[N:9]2[CH2:15][CH2:14][CH2:13][C@@H:12]([NH:16][C:17](=[O:22])[C:18]([F:21])([F:20])[F:19])[CH2:11][CH2:10]2)[N:36]=1. The yield is 0.730. (6) The reactants are [CH3:13][C:12]([O:11][C:9](O[C:9]([O:11][C:12]([CH3:15])([CH3:14])[CH3:13])=[O:10])=[O:10])([CH3:15])[CH3:14].[NH2:16][C@@H:17]1[CH2:19][C@H:18]1[C:20]1[CH:25]=[CH:24][C:23]([OH:26])=[CH:22][CH:21]=1.CCN(CC)CC. The catalyst is C1COCC1. The product is [OH:26][C:23]1[CH:22]=[CH:21][C:20]([C@@H:18]2[CH2:19][C@H:17]2[NH:16][C:9](=[O:10])[O:11][C:12]([CH3:13])([CH3:14])[CH3:15])=[CH:25][CH:24]=1. The yield is 0.400.